Dataset: Forward reaction prediction with 1.9M reactions from USPTO patents (1976-2016). Task: Predict the product of the given reaction. (1) Given the reactants Br[CH2:2][CH2:3][N:4]1[C:8]2[CH:9]=[CH:10][CH:11]=[CH:12][C:7]=2[N:6]([C:13]2[CH:18]=[CH:17][CH:16]=[CH:15][CH:14]=2)[S:5]1(=[O:20])=[O:19].[CH3:21][C@H:22]1[CH2:27][NH:26][CH2:25][C@@H:24]([CH3:28])[NH:23]1, predict the reaction product. The product is: [CH3:21][C@H:22]1[NH:23][C@@H:24]([CH3:28])[CH2:25][N:26]([CH2:2][CH2:3][N:4]2[C:8]3[CH:9]=[CH:10][CH:11]=[CH:12][C:7]=3[N:6]([C:13]3[CH:18]=[CH:17][CH:16]=[CH:15][CH:14]=3)[S:5]2(=[O:20])=[O:19])[CH2:27]1. (2) Given the reactants C(N(CC)CC)C.[CH:8]([C:10]1[C:18]2[C:13](=[C:14]([CH3:19])[CH:15]=[CH:16][CH:17]=2)[N:12](C(OC(C)(C)C)=O)[CH:11]=1)=[O:9].[CH3:27][O:28][C:29]1[CH:30]=[C:31]([CH:42]=[CH:43][CH:44]=1)[N:32]=[CH:33][C:34]1[CH:35]=[N:36][C:37]([O:40][CH3:41])=[CH:38][CH:39]=1, predict the reaction product. The product is: [CH3:27][O:28][C:29]1[CH:30]=[C:31]([NH:32][CH:33]([C:34]2[CH:35]=[N:36][C:37]([O:40][CH3:41])=[CH:38][CH:39]=2)[C:8]([C:10]2[C:18]3[C:13](=[C:14]([CH3:19])[CH:15]=[CH:16][CH:17]=3)[NH:12][CH:11]=2)=[O:9])[CH:42]=[CH:43][CH:44]=1. (3) Given the reactants C([O:5][C:6](=[O:26])[C:7]([S:10][C:11]1[S:12][CH:13]=[C:14]([CH2:16][CH2:17][NH:18][CH2:19][CH2:20][CH2:21][CH2:22][CH2:23][CH2:24][CH3:25])[N:15]=1)([CH3:9])[CH3:8])(C)(C)C.[N:27]1[C:36]2[C:31](=[CH:32][CH:33]=[CH:34][CH:35]=2)[N:30]=[CH:29][C:28]=1[C:37](O)=[O:38].FC(F)(F)C(O)=O, predict the reaction product. The product is: [CH2:19]([N:18]([C:37]([C:28]1[CH:29]=[N:30][C:31]2[C:36](=[CH:35][CH:34]=[CH:33][CH:32]=2)[N:27]=1)=[O:38])[CH2:17][CH2:16][C:14]1[N:15]=[C:11]([S:10][C:7]([CH3:8])([CH3:9])[C:6]([OH:5])=[O:26])[S:12][CH:13]=1)[CH2:20][CH2:21][CH2:22][CH2:23][CH2:24][CH3:25]. (4) Given the reactants [CH2:1]([O:3][C:4]([C:6]1[CH:10]=[C:9]([CH3:11])[N:8]([C:12]2[CH:20]=[CH:19][C:18]([N+:21]([O-:23])=[O:22])=[CH:17][C:13]=2[C:14]([OH:16])=O)[N:7]=1)=[O:5])[CH3:2].[CH2:24]1[C:33]2[C:28](=[CH:29][CH:30]=[CH:31][CH:32]=2)[CH2:27][C@@H:26]([CH2:34][OH:35])[NH:25]1.CCN=C=NCCCN(C)C.Cl.C1C=CC2N(O)N=NC=2C=1, predict the reaction product. The product is: [OH:35][CH2:34][C@@H:26]1[CH2:27][C:28]2[C:33](=[CH:32][CH:31]=[CH:30][CH:29]=2)[CH2:24][N:25]1[C:14]([C:13]1[CH:17]=[C:18]([N+:21]([O-:23])=[O:22])[CH:19]=[CH:20][C:12]=1[N:8]1[C:9]([CH3:11])=[CH:10][C:6]([C:4]([O:3][CH2:1][CH3:2])=[O:5])=[N:7]1)=[O:16].